This data is from Drug-target binding data from BindingDB using IC50 measurements. The task is: Regression. Given a target protein amino acid sequence and a drug SMILES string, predict the binding affinity score between them. We predict pIC50 (pIC50 = -log10(IC50 in M); higher means more potent). Dataset: bindingdb_ic50. (1) The drug is CCOC(=O)c1cc2c(ccn2C)n1CC(=O)N(Cc1ccccc1)c1ccccc1. The target protein sequence is MAGRSGDSDEELIRTVRLIKLLYQSNPPPNPEGTRQARRNRRRRWRERQRQIHSISERILGTYLGRSAEPVPLQLPPLERLTLDCNEDCGTSGTQGVGSPQILVESPTVLESGTKE. The pIC50 is 4.1. (2) The compound is CC(=O)O[C@@]12CO[C@@H]1C[C@H](O)[C@@]1(C)C(=O)[C@H](O)C3=C(C)[C@@H](OC(=O)[C@H](O)[C@@H](NC(=O)OC(C)(C)C)c4ccccc4)C[C@@](O)([C@@H](OC(=O)c4ccccc4)[C@@H]12)C3(C)C. The target protein (Q02643) has sequence MDRRMWGAHVFCVLSPLPTVLGHMHPECDFITQLREDESACLQAAEEMPNTTLGCPATWDGLLCWPTAGSGEWVTLPCPDFFSHFSSESGAVKRDCTITGWSEPFPPYPVACPVPLELLAEEESYFSTVKIIYTVGHSISIVALFVAITILVALRRLHCPRNYVHTQLFTTFILKAGAVFLKDAALFHSDDTDHCSFSTVLCKVSVAASHFATMTNFSWLLAEAVYLNCLLASTSPSSRRAFWWLVLAGWGLPVLFTGTWVSCKLAFEDIACWDLDDTSPYWWIIKGPIVLSVGVNFGLFLNIIRILVRKLEPAQGSLHTQSQYWRLSKSTLFLIPLFGIHYIIFNFLPDNAGLGIRLPLELGLGSFQGFIVAILYCFLNQEVRTEISRKWHGHDPELLPAWRTRAKWTTPSRSAAKVLTSMC. The pIC50 is 9.6. (3) The compound is C/C=C/C[C@@H](C)[C@@H](O)[C@H]1C(=O)N[C@@H](CCC)C(=O)N(C)CC(=O)N(C)[C@@H](CC(C)C)C(=O)N[C@@H](C(C)C)C(=O)N(C)[C@@H](CC(C)C)C(=O)N[C@@H](C)C(=O)N[C@H](C)C(=O)N(C)[C@@H](CC(C)C)C(=O)N(C)[C@@H](CC(C)C)C(=O)N(C)[C@@H](C(C)C)C(=O)N1C. The target protein (P04351) has sequence MYSMQLASCVTLTLVLLVNSAPTSSSTSSSTAEAQQQQQQQQQQQQHLEQLLMDLQELLSRMENYRNLKLPRMLTFKFYLPKQATELKDLQCLEDELGPLRHVLDLTQSKSFQLEDAENFISNIRVTVVKLKGSDNTFECQFDDESATVVDFLRRWIAFCQSIISTSPQ. The pIC50 is 7.9. (4) The compound is CCOC1CCN(Cc2c(C)cc(C)c3[nH]ccc23)[C@H](c2ccc(C(=O)O)cc2)C1. The target protein (P00751) has sequence MGSNLSPQLCLMPFILGLLSGGVTTTPWSLARPQGSCSLEGVEIKGGSFRLLQEGQALEYVCPSGFYPYPVQTRTCRSTGSWSTLKTQDQKTVRKAECRAIHCPRPHDFENGEYWPRSPYYNVSDEISFHCYDGYTLRGSANRTCQVNGRWSGQTAICDNGAGYCSNPGIPIGTRKVGSQYRLEDSVTYHCSRGLTLRGSQRRTCQEGGSWSGTEPSCQDSFMYDTPQEVAEAFLSSLTETIEGVDAEDGHGPGEQQKRKIVLDPSGSMNIYLVLDGSDSIGASNFTGAKKCLVNLIEKVASYGVKPRYGLVTYATYPKIWVKVSEADSSNADWVTKQLNEINYEDHKLKSGTNTKKALQAVYSMMSWPDDVPPEGWNRTRHVIILMTDGLHNMGGDPITVIDEIRDLLYIGKDRKNPREDYLDVYVFGVGPLVNQVNINALASKKDNEQHVFKVKDMENLEDVFYQMIDESQSLSLCGMVWEHRKGTDYHKQPWQAKIS.... The pIC50 is 7.8.